This data is from NCI-60 drug combinations with 297,098 pairs across 59 cell lines. The task is: Regression. Given two drug SMILES strings and cell line genomic features, predict the synergy score measuring deviation from expected non-interaction effect. Drug 1: CC(CN1CC(=O)NC(=O)C1)N2CC(=O)NC(=O)C2. Cell line: UO-31. Synergy scores: CSS=15.3, Synergy_ZIP=-3.62, Synergy_Bliss=1.34, Synergy_Loewe=3.03, Synergy_HSA=2.69. Drug 2: CC=C1C(=O)NC(C(=O)OC2CC(=O)NC(C(=O)NC(CSSCCC=C2)C(=O)N1)C(C)C)C(C)C.